This data is from Forward reaction prediction with 1.9M reactions from USPTO patents (1976-2016). The task is: Predict the product of the given reaction. (1) Given the reactants [CH3:1][S:2][CH2:3][CH2:4][CH:5]1[CH2:10][C:9](=[O:11])[CH2:8][C:7](=[O:12])[CH2:6]1.C1(C)C=CC=CC=1.C(O[Pb](OC(=O)C)(OC(=O)C)[C:25]1[C:30]([CH3:31])=[CH:29][C:28]([Br:32])=[CH:27][C:26]=1[CH3:33])(=O)C.Cl, predict the reaction product. The product is: [Br:32][C:28]1[CH:29]=[C:30]([CH3:31])[C:25]([CH:8]2[C:9](=[O:11])[CH2:10][CH:5]([CH2:4][CH2:3][S:2][CH3:1])[CH2:6][C:7]2=[O:12])=[C:26]([CH3:33])[CH:27]=1. (2) Given the reactants C[O:2][C:3](=O)[CH2:4][C:5]1[CH:10]=[C:9]([O:11][CH3:12])[C:8]([O:13][CH2:14][C:15]2[CH:20]=[CH:19][CH:18]=[CH:17][CH:16]=2)=[C:7]([O:21][CH3:22])[CH:6]=1.[H-].[H-].[H-].[H-].[Li+].[Al+3], predict the reaction product. The product is: [CH2:14]([O:13][C:8]1[C:9]([O:11][CH3:12])=[CH:10][C:5]([CH2:4][CH2:3][OH:2])=[CH:6][C:7]=1[O:21][CH3:22])[C:15]1[CH:16]=[CH:17][CH:18]=[CH:19][CH:20]=1. (3) Given the reactants [Br:1][C:2]1[CH:3]=[C:4]([O:10][C:11]2[CH:16]=[CH:15][C:14]([F:17])=[CH:13][CH:12]=2)[C:5]([C:8]#[N:9])=[N:6][CH:7]=1.[OH-:18].[Na+], predict the reaction product. The product is: [Br:1][C:2]1[CH:3]=[C:4]([O:10][C:11]2[CH:16]=[CH:15][C:14]([F:17])=[CH:13][CH:12]=2)[C:5]([C:8]([NH2:9])=[O:18])=[N:6][CH:7]=1. (4) Given the reactants BrC1C=CC([C:8]2[CH:21]=[CH:20][C:19]3[C:10](=[C:11]([C:28]4[CH:33]=[CH:32][CH:31]=[CH:30][CH:29]=4)[C:12]4[C:17]([C:18]=3[C:22]3[CH:27]=[CH:26][CH:25]=[CH:24][CH:23]=3)=[CH:16][CH:15]=[CH:14][CH:13]=4)[CH:9]=2)=CC=1.[CH:34]1[C:50]2[C:42]3[C:43]4[CH:49]=[CH:48][CH:47]=[CH:46][C:44]=4OC=3C(B(O)O)=[CH:39][C:38]=2[CH:37]=[CH:36][CH:35]=1.[C:54]1([CH3:60])[CH:59]=[CH:58][CH:57]=[CH:56][CH:55]=1.[C:61](=[O:64])([O-])[O-].[Na+].[Na+], predict the reaction product. The product is: [C:28]1([C:11]2[C:23]3[C:22]([C:18]([C:17]4[CH:12]=[CH:13][CH:14]=[CH:15][CH:16]=4)=[C:19]4[C:10]=2[CH:9]=[C:8]([C:57]2[CH:58]=[CH:59][C:54]([C:60]5[C:61]6[O:64][C:44]7[CH:46]=[CH:47][CH:48]=[CH:49][C:43]=7[C:42]=6[C:50]6[CH:34]=[CH:35][CH:36]=[CH:37][C:38]=6[CH:39]=5)=[CH:55][CH:56]=2)[CH:21]=[CH:20]4)=[CH:27][CH:26]=[CH:25][CH:24]=3)[CH:29]=[CH:30][CH:31]=[CH:32][CH:33]=1. (5) Given the reactants [F:1][C:2]([F:19])([F:18])[O:3][C:4]1[CH:9]=[CH:8][C:7]([S:10][C:11]2[C:12](=[O:17])[NH:13][CH:14]=[CH:15][N:16]=2)=[CH:6][CH:5]=1.Br[C:21]1[CH:32]=[CH:31][C:24]([O:25][CH2:26][C:27]([CH3:30])([OH:29])[CH3:28])=[C:23]([CH3:33])[CH:22]=1.CNCCNC.[O-]P([O-])([O-])=O.[K+].[K+].[K+], predict the reaction product. The product is: [OH:29][C:27]([CH3:30])([CH3:28])[CH2:26][O:25][C:24]1[CH:31]=[CH:32][C:21]([N:13]2[CH:14]=[CH:15][N:16]=[C:11]([S:10][C:7]3[CH:6]=[CH:5][C:4]([O:3][C:2]([F:1])([F:18])[F:19])=[CH:9][CH:8]=3)[C:12]2=[O:17])=[CH:22][C:23]=1[CH3:33].